This data is from Peptide-MHC class II binding affinity with 134,281 pairs from IEDB. The task is: Regression. Given a peptide amino acid sequence and an MHC pseudo amino acid sequence, predict their binding affinity value. This is MHC class II binding data. (1) The peptide sequence is LVKTESWILRNPGYALVA. The MHC is DRB1_0405 with pseudo-sequence DRB1_0405. The binding affinity (normalized) is 0. (2) The binding affinity (normalized) is 0.851. The MHC is DRB1_0301 with pseudo-sequence DRB1_0301. The peptide sequence is FTQTMKGVERLAVMG. (3) The binding affinity (normalized) is 0.218. The MHC is DRB3_0301 with pseudo-sequence DRB3_0301. The peptide sequence is TNNPHMQDKTMVKKW. (4) The peptide sequence is YLVGSNMTQRVVIALKK. The MHC is DRB4_0103 with pseudo-sequence DRB4_0103. The binding affinity (normalized) is 0.778. (5) The binding affinity (normalized) is 0.709. The MHC is HLA-DQA10101-DQB10501 with pseudo-sequence HLA-DQA10101-DQB10501. The peptide sequence is SQDLELSWNLNGLFAY. (6) The binding affinity (normalized) is 0.265. The peptide sequence is TFDGRGAQVYIGNGG. The MHC is DRB3_0101 with pseudo-sequence DRB3_0101. (7) The peptide sequence is SQNLELSWNLNGLQAY. The MHC is DRB1_0401 with pseudo-sequence DRB1_0401. The binding affinity (normalized) is 0.167. (8) The peptide sequence is RDSDDWLNKYSYYPE. The MHC is DRB1_0301 with pseudo-sequence DRB1_0301. The binding affinity (normalized) is 0.151. (9) The MHC is HLA-DQA10501-DQB10303 with pseudo-sequence HLA-DQA10501-DQB10303. The binding affinity (normalized) is 0.611. The peptide sequence is TPFSLAEGIVLASAA.